From a dataset of Forward reaction prediction with 1.9M reactions from USPTO patents (1976-2016). Predict the product of the given reaction. (1) Given the reactants [S:1]1[CH2:6][CH2:5][CH:4]([C:7]#[N:8])[CH2:3][CH2:2]1.[Li+].[CH3:10]C([N-]C(C)C)C.CI.O, predict the reaction product. The product is: [CH3:10][C:4]1([C:7]#[N:8])[CH2:5][CH2:6][S:1][CH2:2][CH2:3]1. (2) Given the reactants C([O:8][C:9]1[CH:14]=[CH:13][C:12]([C:15](=[O:21])[CH2:16][C:17]([O:19][CH3:20])=[O:18])=[CH:11][CH:10]=1)C1C=CC=CC=1.[H][H], predict the reaction product. The product is: [OH:8][C:9]1[CH:10]=[CH:11][C:12]([C:15](=[O:21])[CH2:16][C:17]([O:19][CH3:20])=[O:18])=[CH:13][CH:14]=1. (3) The product is: [C:10]([O:9][C:6]1[CH:7]=[CH:8][C:3]([CH2:2][OH:1])=[CH:4][CH:5]=1)(=[O:13])[CH:17]=[CH2:18]. Given the reactants [OH:1][CH2:2][C:3]1[CH:8]=[CH:7][C:6]([OH:9])=[CH:5][CH:4]=1.[C:10](=[O:13])([O-])[O-].[K+].[K+].Br[CH2:17][CH2:18]C=C, predict the reaction product. (4) Given the reactants [C:1]1([C:7]2[CH:11]=[C:10]([CH2:12][CH2:13][C:14]#[N:15])[NH:9][N:8]=2)[CH:6]=[CH:5][CH:4]=[CH:3][CH:2]=1.[Br:16]N1C(=O)CCC1=O, predict the reaction product. The product is: [Br:16][C:11]1[C:7]([C:1]2[CH:2]=[CH:3][CH:4]=[CH:5][CH:6]=2)=[N:8][NH:9][C:10]=1[CH2:12][CH2:13][C:14]#[N:15].